The task is: Predict which catalyst facilitates the given reaction.. This data is from Catalyst prediction with 721,799 reactions and 888 catalyst types from USPTO. (1) Reactant: [Br:1][C:2]1[CH:7]=[CH:6][C:5]([S:8](Cl)(=O)=O)=[C:4]([C:12]([F:15])([F:14])[F:13])[CH:3]=1.Cl.C(CCP(CCC(O)=O)CCC(O)=O)(O)=O. Product: [Br:1][C:2]1[CH:7]=[CH:6][C:5]([SH:8])=[C:4]([C:12]([F:15])([F:13])[F:14])[CH:3]=1. The catalyst class is: 38. (2) Reactant: Cl[CH2:2][C:3]([N:5]1[CH2:10][CH2:9][N:8]([C:11]([O:13][CH2:14][CH3:15])=[O:12])[CH2:7][CH2:6]1)=[O:4].[I-:16].[Na+]. Product: [I:16][CH2:2][C:3]([N:5]1[CH2:10][CH2:9][N:8]([C:11]([O:13][CH2:14][CH3:15])=[O:12])[CH2:7][CH2:6]1)=[O:4]. The catalyst class is: 21. (3) Reactant: F[C:2]1[N:7]=[C:6]([O:8][C:9]2[CH:14]=[CH:13][C:12]([CH2:15][CH2:16][NH:17][C:18]3[C:27]4[C:22](=[N:23][CH:24]=[CH:25][N:26]=4)[N:21]=[CH:20][N:19]=3)=[CH:11][CH:10]=2)[CH:5]=[CH:4][CH:3]=1.[CH3:28][O-:29].[Na+].O. Product: [CH3:28][O:29][C:2]1[N:7]=[C:6]([O:8][C:9]2[CH:14]=[CH:13][C:12]([CH2:15][CH2:16][NH:17][C:18]3[C:27]4[C:22](=[N:23][CH:24]=[CH:25][N:26]=4)[N:21]=[CH:20][N:19]=3)=[CH:11][CH:10]=2)[CH:5]=[CH:4][CH:3]=1. The catalyst class is: 16. (4) Reactant: [N+:1]([C:4]1[CH:25]=[CH:24][C:7]([CH2:8][C:9]2[C:17]3[C:12](=[CH:13][CH:14]=[CH:15][CH:16]=3)[N:11]([CH2:18][C:19]([O:21][CH2:22][CH3:23])=[O:20])[N:10]=2)=[CH:6][CH:5]=1)([O-])=O. Product: [NH2:1][C:4]1[CH:5]=[CH:6][C:7]([CH2:8][C:9]2[C:17]3[C:12](=[CH:13][CH:14]=[CH:15][CH:16]=3)[N:11]([CH2:18][C:19]([O:21][CH2:22][CH3:23])=[O:20])[N:10]=2)=[CH:24][CH:25]=1. The catalyst class is: 19. (5) Reactant: [C:1]([C:4]1[N:5]=[C:6]([N:9]2[CH2:12][CH:11]([S:13][C:14]3[C@H:15]([CH3:45])[C@@H:16]4[C@@H:33]([C@H:34]([O:36][Si:37]([C:40]([CH3:43])([CH3:42])[CH3:41])([CH3:39])[CH3:38])[CH3:35])[C:32](=[O:44])[N:17]4[C:18]=3[C:19]([O:21][CH2:22][C:23]3[CH:28]=[CH:27][C:26]([N+:29]([O-:31])=[O:30])=[CH:25][CH:24]=3)=[O:20])[CH2:10]2)[S:7][CH:8]=1)([OH:3])=O.Cl.[CH3:47][NH:48][CH2:49][C:50]([NH2:52])=[O:51].C(P(C#N)(CC)=O)C.C(N(CC)CC)C. Product: [CH3:47][N:48]([CH2:49][C:50](=[O:51])[NH2:52])[C:1]([C:4]1[N:5]=[C:6]([N:9]2[CH2:12][CH:11]([S:13][C:14]3[C@H:15]([CH3:45])[C@@H:16]4[C@@H:33]([C@H:34]([O:36][Si:37]([C:40]([CH3:41])([CH3:43])[CH3:42])([CH3:38])[CH3:39])[CH3:35])[C:32](=[O:44])[N:17]4[C:18]=3[C:19]([O:21][CH2:22][C:23]3[CH:28]=[CH:27][C:26]([N+:29]([O-:31])=[O:30])=[CH:25][CH:24]=3)=[O:20])[CH2:10]2)[S:7][CH:8]=1)=[O:3]. The catalyst class is: 9. (6) Reactant: [F:1][C:2]1[CH:3]=[C:4]([C:32](=O)[CH3:33])[CH:5]=[CH:6][C:7]=1[N:8]1[CH2:13][CH2:12][N:11]([C:14]([C:16]2[CH:21]=[C:20]([S:22]([CH3:25])(=[O:24])=[O:23])[CH:19]=[CH:18][C:17]=2[N:26]2[CH2:31][CH2:30][CH2:29][CH2:28][CH2:27]2)=[O:15])[CH2:10][CH2:9]1.[NH2:35][OH:36].[CH3:37]I.[OH-].[K+]. Product: [CH3:37][O:36][N:35]=[C:32]([C:4]1[CH:5]=[CH:6][C:7]([N:8]2[CH2:9][CH2:10][N:11]([C:14]([C:16]3[CH:21]=[C:20]([S:22]([CH3:25])(=[O:24])=[O:23])[CH:19]=[CH:18][C:17]=3[N:26]3[CH2:31][CH2:30][CH2:29][CH2:28][CH2:27]3)=[O:15])[CH2:12][CH2:13]2)=[C:2]([F:1])[CH:3]=1)[CH3:33]. The catalyst class is: 58. (7) Product: [CH3:3][O:4][C:5]1[CH:6]=[CH:7][C:8]2[N:9]([N:11]=[C:12]([C:18]3[CH:23]=[CH:22][CH:21]=[CH:20][CH:19]=3)[C:13]=2[C:14]([OH:16])=[O:15])[CH:10]=1. The catalyst class is: 5. Reactant: [OH-].[K+].[CH3:3][O:4][C:5]1[CH:6]=[CH:7][C:8]2[N:9]([N:11]=[C:12]([C:18]3[CH:23]=[CH:22][CH:21]=[CH:20][CH:19]=3)[C:13]=2[C:14]([O:16]C)=[O:15])[CH:10]=1.Cl.